This data is from Forward reaction prediction with 1.9M reactions from USPTO patents (1976-2016). The task is: Predict the product of the given reaction. Given the reactants [CH3:1][O:2][C:3]1[CH:8]=[CH:7][C:6]([O:9][CH3:10])=[CH:5][C:4]=1[S:11][C:12]1[NH:13][C:14]2[C:19]([N:20]=1)=[C:18]([NH2:21])[N:17]=[CH:16][N:15]=2.Br[CH2:23][CH2:24][C:25]1[CH:30]=[CH:29][CH:28]=[CH:27][C:26]=1[F:31], predict the reaction product. The product is: [CH3:1][O:2][C:3]1[CH:8]=[CH:7][C:6]([O:9][CH3:10])=[CH:5][C:4]=1[S:11][C:12]1[N:13]=[C:14]2[C:19]([N:20]=1)=[C:18]([NH2:21])[N:17]=[CH:16][N:15]2[CH2:23][CH2:24][C:25]1[CH:30]=[CH:29][CH:28]=[CH:27][C:26]=1[F:31].